Dataset: Forward reaction prediction with 1.9M reactions from USPTO patents (1976-2016). Task: Predict the product of the given reaction. (1) Given the reactants [N-:1]=[N+:2]=[N-:3].[Na+].[Cl-].[Al+3].[Cl-].[Cl-].[Cl:9][C:10]1[CH:11]=[C:12]([N:16]=[C:17]=[O:18])[CH:13]=[CH:14][CH:15]=1.N([O-])=O.[Na+].Cl, predict the reaction product. The product is: [Cl:9][C:10]1[CH:11]=[C:12]([N:16]2[C:17](=[O:18])[NH:3][N:2]=[N:1]2)[CH:13]=[CH:14][CH:15]=1. (2) Given the reactants [NH2:1][C:2]1[CH:3]=[CH:4][C:5]2[O:10][CH2:9][C:8](=[O:11])[NH:7][C:6]=2[CH:12]=1.[C:13]([OH:21])(=[O:20])[C:14]([CH2:16][C:17](O)=[O:18])=[CH2:15], predict the reaction product. The product is: [O:18]=[C:17]1[N:1]([C:2]2[CH:3]=[CH:4][C:5]3[O:10][CH2:9][C:8](=[O:11])[NH:7][C:6]=3[CH:12]=2)[CH2:15][CH:14]([C:13]([OH:21])=[O:20])[CH2:16]1. (3) Given the reactants NC1(C2C=CC(C3C(=O)C4C(=CC=C(F)C=4)OC=3C3C=CC=CC=3)=CC=2)CCC1.C(OC(=O)[NH:36][C:37]1([C:41]2[CH:46]=[CH:45][C:44]([C:47]3[C:52](=[O:53])[C:51]4[CH:54]=[C:55]([Cl:69])[C:56]5[N:57]=[CH:58][N:59](COCC[Si](C)(C)C)[C:60]=5[C:50]=4[O:49][C:48]=3[C:70]3[CH:75]=[CH:74][CH:73]=[CH:72][CH:71]=3)=[CH:43][CH:42]=2)[CH2:40][CH2:39][CH2:38]1)(C)(C)C.C(OC(=O)NC1(C2C=CC(C3C(=O)C4C=C(Cl)C5N(CCCC[Si](C)(C)C)C=NC=5C=4OC=3C3C=CC=CC=3)=CC=2)CCC1)(C)(C)C.CO, predict the reaction product. The product is: [NH2:36][C:37]1([C:41]2[CH:42]=[CH:43][C:44]([C:47]3[C:52](=[O:53])[C:51]4[CH:54]=[C:55]([Cl:69])[C:56]5[N:57]=[CH:58][NH:59][C:60]=5[C:50]=4[O:49][C:48]=3[C:70]3[CH:75]=[CH:74][CH:73]=[CH:72][CH:71]=3)=[CH:45][CH:46]=2)[CH2:40][CH2:39][CH2:38]1. (4) Given the reactants [CH:1]1([C:4]#[C:5][C:6]2[C:7]3[O:14][C:13]([CH:15](OCC)[O:16]CC)=[CH:12][C:8]=3[CH:9]=[N:10][CH:11]=2)[CH2:3][CH2:2]1.Cl.C(=O)(O)[O-].[Na+], predict the reaction product. The product is: [CH:1]1([C:4]#[C:5][C:6]2[C:7]3[O:14][C:13]([CH:15]=[O:16])=[CH:12][C:8]=3[CH:9]=[N:10][CH:11]=2)[CH2:3][CH2:2]1. (5) Given the reactants Br[C:2]1[C:10]2[C:9]([Cl:11])=[N:8][CH:7]=[N:6][C:5]=2[N:4]([CH2:12][O:13][CH2:14][CH2:15][Si:16]([CH3:19])([CH3:18])[CH3:17])[CH:3]=1.[CH3:20][O:21][C:22]1[CH:23]=[C:24]([SH:28])[CH:25]=[CH:26][CH:27]=1.C(=O)([O-])[O-].[K+].[K+], predict the reaction product. The product is: [Cl:11][C:9]1[C:10]2[C:2]([S:28][C:24]3[CH:25]=[CH:26][CH:27]=[C:22]([O:21][CH3:20])[CH:23]=3)=[CH:3][N:4]([CH2:12][O:13][CH2:14][CH2:15][Si:16]([CH3:19])([CH3:18])[CH3:17])[C:5]=2[N:6]=[CH:7][N:8]=1. (6) Given the reactants [Cl:1][C:2]1[CH:7]=[C:6]([Cl:8])[C:5]([O:9][CH3:10])=[CH:4][C:3]=1[NH:11][C:12]1[C:17]([C:18]#[N:19])=[CH:16][N:15]=[C:14]2[C:20]([C:23]3[CH:28]=[CH:27][C:26]([CH:29]=O)=[CH:25][CH:24]=3)=[CH:21][S:22][C:13]=12.[CH3:31][NH:32][CH3:33].O1CCCC1.C(O[BH-](OC(=O)C)OC(=O)C)(=O)C.[Na+], predict the reaction product. The product is: [Cl:1][C:2]1[CH:7]=[C:6]([Cl:8])[C:5]([O:9][CH3:10])=[CH:4][C:3]=1[NH:11][C:12]1[C:17]([C:18]#[N:19])=[CH:16][N:15]=[C:14]2[C:20]([C:23]3[CH:24]=[CH:25][C:26]([CH2:29][N:32]([CH3:33])[CH3:31])=[CH:27][CH:28]=3)=[CH:21][S:22][C:13]=12. (7) Given the reactants [C:1]([C:5]1[CH:13]=[C:12]([Cl:14])[C:11]([CH3:15])=[C:7]([C:8]([OH:10])=O)[C:6]=1[OH:16])([CH3:4])([CH3:3])[CH3:2].[F:17][C:18]1[CH:24]=[CH:23][C:22]([C:25]([F:28])([F:27])[F:26])=[CH:21][C:19]=1[NH2:20], predict the reaction product. The product is: [C:1]([C:5]1[C:6]([OH:16])=[C:7]([C:11]([CH3:15])=[C:12]([Cl:14])[CH:13]=1)[C:8]([NH:20][C:19]1[CH:21]=[C:22]([C:25]([F:26])([F:27])[F:28])[CH:23]=[CH:24][C:18]=1[F:17])=[O:10])([CH3:2])([CH3:3])[CH3:4].